Dataset: NCI-60 drug combinations with 297,098 pairs across 59 cell lines. Task: Regression. Given two drug SMILES strings and cell line genomic features, predict the synergy score measuring deviation from expected non-interaction effect. Drug 1: C1CCC(C1)C(CC#N)N2C=C(C=N2)C3=C4C=CNC4=NC=N3. Drug 2: C(CN)CNCCSP(=O)(O)O. Cell line: SN12C. Synergy scores: CSS=2.97, Synergy_ZIP=-1.58, Synergy_Bliss=-1.39, Synergy_Loewe=-5.76, Synergy_HSA=-2.51.